Dataset: Full USPTO retrosynthesis dataset with 1.9M reactions from patents (1976-2016). Task: Predict the reactants needed to synthesize the given product. (1) Given the product [N:24]([C@H:6]1[CH2:10][CH2:9][N:8]([C:11]([O:13][CH2:14][C:15]2[CH:20]=[CH:19][C:18]([N+:21]([O-:23])=[O:22])=[CH:17][CH:16]=2)=[O:12])[CH2:7]1)=[N+:25]=[N-:26], predict the reactants needed to synthesize it. The reactants are: CS(O[C@@H:6]1[CH2:10][CH2:9][N:8]([C:11]([O:13][CH2:14][C:15]2[CH:20]=[CH:19][C:18]([N+:21]([O-:23])=[O:22])=[CH:17][CH:16]=2)=[O:12])[CH2:7]1)(=O)=O.[N-:24]=[N+:25]=[N-:26].[Na+]. (2) Given the product [C:22]([C:26]1[CH:41]=[CH:40][C:29]([CH2:30][N:31]([CH2:32][C:33]2[CH:34]=[CH:35][C:36]([Cl:39])=[CH:37][CH:38]=2)[C:12](=[O:14])[CH2:11][O:10][C:9]2[CH:8]=[CH:7][C:6]([CH2:5][C@H:4]([O:3][CH2:1][CH3:2])[C:17]([O:19][CH2:20][CH3:21])=[O:18])=[CH:16][CH:15]=2)=[CH:28][CH:27]=1)([CH3:25])([CH3:23])[CH3:24], predict the reactants needed to synthesize it. The reactants are: [CH2:1]([O:3][C@H:4]([C:17]([O:19][CH2:20][CH3:21])=[O:18])[CH2:5][C:6]1[CH:16]=[CH:15][C:9]([O:10][CH2:11][C:12]([OH:14])=O)=[CH:8][CH:7]=1)[CH3:2].[C:22]([C:26]1[CH:41]=[CH:40][C:29]([CH2:30][NH:31][CH2:32][C:33]2[CH:38]=[CH:37][C:36]([Cl:39])=[CH:35][CH:34]=2)=[CH:28][CH:27]=1)([CH3:25])([CH3:24])[CH3:23].C(N(CC)C(C)C)(C)C.F[B-](F)(F)F.N1(OC(N(C)C)=[N+](C)C)C2C=CC=CC=2N=N1. (3) Given the product [N:24]1([CH2:2][CH2:3][CH2:4][CH2:5][N:6]2[C:14]3[C:9](=[CH:10][CH:11]=[CH:12][CH:13]=3)[C:8]3[CH2:15][CH2:16][S:17][C:18]4[CH:23]=[CH:22][CH:21]=[CH:20][C:19]=4[C:7]2=3)[CH2:29][CH2:28][CH2:27][CH2:26][CH2:25]1, predict the reactants needed to synthesize it. The reactants are: Cl[CH2:2][CH2:3][CH2:4][CH2:5][N:6]1[C:14]2[C:9](=[CH:10][CH:11]=[CH:12][CH:13]=2)[C:8]2[CH2:15][CH2:16][S:17][C:18]3[CH:23]=[CH:22][CH:21]=[CH:20][C:19]=3[C:7]1=2.[NH:24]1[CH2:29][CH2:28][CH2:27][CH2:26][CH2:25]1. (4) Given the product [F:1][B-:2]([F:5])([F:4])[F:3].[CH3:25][P+:12]([C:6]1[CH:7]=[CH:8][CH:9]=[CH:10][CH:11]=1)([C:13]1[CH:18]=[CH:17][CH:16]=[CH:15][CH:14]=1)[C:19]1[CH:20]=[CH:21][CH:22]=[CH:23][CH:24]=1, predict the reactants needed to synthesize it. The reactants are: [F:1][B-:2]([F:5])([F:4])[F:3].[C:6]1([PH+:12]([C:19]2[CH:24]=[CH:23][CH:22]=[CH:21][CH:20]=2)[C:13]2[CH:18]=[CH:17][CH:16]=[CH:15][CH:14]=2)[CH:11]=[CH:10][CH:9]=[CH:8][CH:7]=1.[C:25](=O)(OC)OC. (5) Given the product [F:28][C:26]1[CH:27]=[C:22]([C:20]2[CH:21]=[C:16]([C:12]3[N:4]4[CH:5]=[CH:6][C:7]([C:8]([OH:11])([CH3:10])[CH3:9])=[C:2]([F:1])[C:3]4=[N:14][CH:13]=3)[CH:17]=[CH:18][C:19]=2[F:31])[C:23]([C:29]#[N:30])=[CH:24][CH:25]=1, predict the reactants needed to synthesize it. The reactants are: [F:1][C:2]1[C:3]2[N:4]([CH:12]=[CH:13][N:14]=2)[CH:5]=[CH:6][C:7]=1[C:8]([OH:11])([CH3:10])[CH3:9].Br[C:16]1[CH:17]=[CH:18][C:19]([F:31])=[C:20]([C:22]2[C:23]([C:29]#[N:30])=[CH:24][CH:25]=[C:26]([F:28])[CH:27]=2)[CH:21]=1. (6) Given the product [F:1][C:2]1[CH:11]=[CH:10][C:5]2[CH:6]=[CH:7][S:8][C:4]=2[CH:3]=1, predict the reactants needed to synthesize it. The reactants are: [F:1][C:2]1[CH:11]=[CH:10][C:5]2[C:6](=O)[CH2:7][S:8][C:4]=2[CH:3]=1.[BH4-].[Na+]. (7) Given the product [Cl:19][C:14]1[CH:15]=[CH:16][CH:17]=[CH:18][C:13]=1[C:12]1[O:2][C:3](=[O:4])[C:5]2[N:6]=[C:7]([S:20][CH3:21])[N:8]=[CH:9][C:10]=2[CH:11]=1, predict the reactants needed to synthesize it. The reactants are: C[O:2][C:3]([C:5]1[C:10]([C:11]#[C:12][C:13]2[CH:18]=[CH:17][CH:16]=[CH:15][C:14]=2[Cl:19])=[CH:9][N:8]=[C:7]([S:20][CH3:21])[N:6]=1)=[O:4].FC(F)(F)C(O)=O.